The task is: Predict the reactants needed to synthesize the given product.. This data is from Full USPTO retrosynthesis dataset with 1.9M reactions from patents (1976-2016). Given the product [C:7](=[N:8][CH:9]([CH2:19][CH2:20][CH2:21][C:22]1[CH:36]=[CH:35][C:25]([O:26][CH2:27][C@@H:28]2[CH2:32][O:31][C:30]([CH3:33])([CH3:34])[O:29]2)=[CH:24][CH:23]=1)[C:10]#[N:11])([C:4]1[CH:3]=[CH:2][CH:1]=[CH:6][CH:5]=1)[C:12]1[CH:17]=[CH:16][CH:15]=[CH:14][CH:13]=1, predict the reactants needed to synthesize it. The reactants are: [CH:1]1[CH:6]=[CH:5][C:4]([C:7]([C:12]2[CH:17]=[CH:16][CH:15]=[CH:14][CH:13]=2)=[N:8][CH2:9][C:10]#[N:11])=[CH:3][CH:2]=1.Br[CH2:19][CH2:20][CH2:21][C:22]1[CH:36]=[CH:35][C:25]([O:26][CH2:27][C@@H:28]2[CH2:32][O:31][C:30]([CH3:34])([CH3:33])[O:29]2)=[CH:24][CH:23]=1.[OH-].[Na+].